Dataset: TCR-epitope binding with 47,182 pairs between 192 epitopes and 23,139 TCRs. Task: Binary Classification. Given a T-cell receptor sequence (or CDR3 region) and an epitope sequence, predict whether binding occurs between them. (1) The epitope is TFYLTNDVSFL. The TCR CDR3 sequence is CASSLAEGYSYEQYF. Result: 0 (the TCR does not bind to the epitope). (2) The epitope is LLFNKVTLA. The TCR CDR3 sequence is CASSDRLNEQFF. Result: 0 (the TCR does not bind to the epitope). (3) Result: 1 (the TCR binds to the epitope). The TCR CDR3 sequence is CASSLDAGLSSGANVLTF. The epitope is KTSVDCTMYI. (4) The epitope is ILGLPTQTV. The TCR CDR3 sequence is CASSLSGNGYTF. Result: 1 (the TCR binds to the epitope).